This data is from Forward reaction prediction with 1.9M reactions from USPTO patents (1976-2016). The task is: Predict the product of the given reaction. (1) Given the reactants [CH3:1][C:2]1([C:7]2[CH:12]=[C:11]([CH2:13][N:14]3[N:18]=[C:17]([NH2:19])[CH:16]=[N:15]3)[CH:10]=[CH:9][N:8]=2)[O:6]CCO1.[C:20]1([C:26]2[O:30][CH:29]=[N:28][C:27]=2[C:31](O)=[O:32])[CH:25]=[CH:24][CH:23]=[CH:22][CH:21]=1, predict the reaction product. The product is: [C:2]([C:7]1[CH:12]=[C:11]([CH2:13][N:14]2[N:18]=[C:17]([NH:19][C:31]([C:27]3[N:28]=[CH:29][O:30][C:26]=3[C:20]3[CH:21]=[CH:22][CH:23]=[CH:24][CH:25]=3)=[O:32])[CH:16]=[N:15]2)[CH:10]=[CH:9][N:8]=1)(=[O:6])[CH3:1]. (2) Given the reactants [Cl:1][C:2]1[CH:18]=[CH:17][C:16]([O:19][CH2:20][C:21]2[CH:26]=[CH:25][CH:24]=[C:23]([Cl:27])[CH:22]=2)=[CH:15][C:3]=1[C:4]([O:6]CC1C=CC=C(Cl)C=1)=[O:5].[OH-].[Li+], predict the reaction product. The product is: [Cl:1][C:2]1[CH:18]=[CH:17][C:16]([O:19][CH2:20][C:21]2[CH:26]=[CH:25][CH:24]=[C:23]([Cl:27])[CH:22]=2)=[CH:15][C:3]=1[C:4]([OH:6])=[O:5].